Dataset: Forward reaction prediction with 1.9M reactions from USPTO patents (1976-2016). Task: Predict the product of the given reaction. (1) Given the reactants [Cl:1][C:2]1[CH:23]=[CH:22][C:5]([C:6]([C:8]2[NH:12][CH:11]=[C:10]([C:13](=[O:21])[CH2:14][N:15]3[CH2:20][CH2:19][CH2:18][CH2:17][CH2:16]3)[CH:9]=2)=[O:7])=[CH:4][CH:3]=1.Cl.[CH3:25][N:26]([CH2:28][CH2:29][CH2:30]Cl)[CH3:27].C([O-])([O-])=O.[K+].[K+].[I-].[K+], predict the reaction product. The product is: [Cl:1][C:2]1[CH:3]=[CH:4][C:5]([C:6]([C:8]2[N:12]([CH:28]([N:26]([CH3:27])[CH3:25])[CH2:29][CH3:30])[CH:11]=[C:10]([C:13](=[O:21])[CH2:14][N:15]3[CH2:16][CH2:17][CH2:18][CH2:19][CH2:20]3)[CH:9]=2)=[O:7])=[CH:22][CH:23]=1. (2) Given the reactants Cl[CH2:2][C:3]([NH:5][C:6]1[CH:11]=[CH:10][CH:9]=[C:8]([F:12])[C:7]=1[F:13])=[O:4].[Br:14][C:15]1[CH:16]=[N:17][NH:18][CH:19]=1.C(=O)([O-])[O-].[K+].[K+].O, predict the reaction product. The product is: [Br:14][C:15]1[CH:16]=[N:17][N:18]([CH2:2][C:3]([NH:5][C:6]2[CH:11]=[CH:10][CH:9]=[C:8]([F:12])[C:7]=2[F:13])=[O:4])[CH:19]=1. (3) Given the reactants [CH:1]1([C:5]2[C:10]([OH:11])=[C:9]([F:12])[C:8]([C:13]3[CH:22]=[N:21][C:20]4[NH:19][CH2:18][CH2:17][O:16][C:15]=4[CH:14]=3)=[CH:7][CH:6]=2)[CH2:4][CH2:3][CH2:2]1.Br[CH2:24][C:25]1[CH:32]=[CH:31][C:28]([C:29]#[N:30])=[CH:27][CH:26]=1, predict the reaction product. The product is: [CH:1]1([C:5]2[C:10]([O:11][CH2:24][C:25]3[CH:32]=[CH:31][C:28]([C:29]#[N:30])=[CH:27][CH:26]=3)=[C:9]([F:12])[C:8]([C:13]3[CH:22]=[N:21][C:20]4[NH:19][CH2:18][CH2:17][O:16][C:15]=4[CH:14]=3)=[CH:7][CH:6]=2)[CH2:2][CH2:3][CH2:4]1. (4) Given the reactants [CH3:1][CH:2]([C:4]([C:24]1[CH:25]=[CH:26][C:27]([O:32][CH3:33])=[C:28]([O:30][CH3:31])[CH:29]=1)([C:22]#[N:23])[CH2:5][CH2:6][CH2:7][N:8]([CH2:10][CH2:11][C:12]1[CH:13]=[CH:14][C:15]([O:20][CH3:21])=[C:16]([O:18][CH3:19])[CH:17]=1)[CH3:9])[CH3:3].Cl, predict the reaction product. The product is: [CH3:3][CH:2]([C:4]([C:24]1[CH:25]=[CH:26][C:27]([O:32][CH3:33])=[C:28]([O:30][CH3:31])[CH:29]=1)([C:22]#[N:23])[CH2:5][CH2:6][CH2:7][N:8]([CH2:10][CH2:11][C:12]1[CH:13]=[CH:14][C:15]([O:20][CH3:21])=[C:16]([O:18][CH3:19])[CH:17]=1)[CH3:9])[CH3:1]. (5) Given the reactants [C:1]([O:5][C:6](=[O:39])/[CH:7]=[CH:8]/[C:9]1[C:14](=[O:15])[N:13]2[CH:16]=[CH:17][C:18]([C:20]([NH:22][C:23]3[S:24][CH:25]=[C:26]([C:28]([CH3:31])([CH3:30])[CH3:29])[N:27]=3)=[O:21])=[CH:19][C:12]2=[N:11][C:10]=1[N:32]1[CH2:37][CH2:36][CH2:35][C@@H:34]([OH:38])[CH2:33]1)([CH3:4])([CH3:3])[CH3:2].C(N(CC)CC)C.[S:47](Cl)(=[O:50])(=[O:49])[NH2:48], predict the reaction product. The product is: [C:1]([O:5][C:6](=[O:39])/[CH:7]=[CH:8]/[C:9]1[C:14](=[O:15])[N:13]2[CH:16]=[CH:17][C:18]([C:20]([NH:22][C:23]3[S:24][CH:25]=[C:26]([C:28]([CH3:30])([CH3:31])[CH3:29])[N:27]=3)=[O:21])=[CH:19][C:12]2=[N:11][C:10]=1[N:32]1[CH2:37][CH2:36][CH2:35][C@@H:34]([O:38][S:47]([NH2:48])(=[O:50])=[O:49])[CH2:33]1)([CH3:2])([CH3:3])[CH3:4].